Dataset: Full USPTO retrosynthesis dataset with 1.9M reactions from patents (1976-2016). Task: Predict the reactants needed to synthesize the given product. (1) The reactants are: N[C:2]1[CH:10]=[C:9]2[C:5]([C:6]([CH3:15])([CH3:14])[CH2:7][N:8]2[C:11](=[O:13])[CH3:12])=[CH:4][CH:3]=1.Cl.N([O-])=O.[Na+].[I-:21].[K+]. Given the product [I:21][C:2]1[CH:10]=[C:9]2[C:5]([C:6]([CH3:15])([CH3:14])[CH2:7][N:8]2[C:11](=[O:13])[CH3:12])=[CH:4][CH:3]=1, predict the reactants needed to synthesize it. (2) Given the product [N:31]1([C:2]2[N:7]=[CH:6][C:5]([CH2:8][N:9]3[C:17]4[C:12](=[CH:13][CH:14]=[CH:15][CH:16]=4)[C:11]4([C:29]5[C:20](=[CH:21][C:22]6[O:27][CH2:26][CH2:25][O:24][C:23]=6[CH:28]=5)[O:19][CH2:18]4)[C:10]3=[O:30])=[CH:4][CH:3]=2)[CH2:36][CH2:35][O:34][CH2:33][CH2:32]1, predict the reactants needed to synthesize it. The reactants are: Cl[C:2]1[N:7]=[CH:6][C:5]([CH2:8][N:9]2[C:17]3[C:12](=[CH:13][CH:14]=[CH:15][CH:16]=3)[C:11]3([C:29]4[C:20](=[CH:21][C:22]5[O:27][CH2:26][CH2:25][O:24][C:23]=5[CH:28]=4)[O:19][CH2:18]3)[C:10]2=[O:30])=[CH:4][CH:3]=1.[NH:31]1[CH2:36][CH2:35][O:34][CH2:33][CH2:32]1.O.